Dataset: Full USPTO retrosynthesis dataset with 1.9M reactions from patents (1976-2016). Task: Predict the reactants needed to synthesize the given product. (1) The reactants are: FC1C=C(C(N)=O)C2O[C:8]([C:10]3[CH:15]=[CH:14][C:13]([CH2:16][N:17]4[CH2:21][CH2:20]CC4)=[CH:12][CH:11]=3)=[CH:7]C=2C=1.[C:26](C1C=CC(C=O)=CC=1)#C.C(N)(C)C. Given the product [C:8]([C:10]1[CH:11]=[CH:12][C:13]([CH2:16][NH:17][CH:21]([CH3:20])[CH3:26])=[CH:14][CH:15]=1)#[CH:7], predict the reactants needed to synthesize it. (2) Given the product [CH2:3]([O:7][C:9]1[CH:14]=[C:13]([O:15][CH2:16][C:17]#[CH:18])[N:12]=[CH:11][N:10]=1)[C:4]#[C:5][CH3:6], predict the reactants needed to synthesize it. The reactants are: [H-].[Na+].[CH2:3]([OH:7])[C:4]#[C:5][CH3:6].Cl[C:9]1[CH:14]=[C:13]([O:15][CH2:16][C:17]#[CH:18])[N:12]=[CH:11][N:10]=1.[Cl-].[NH4+]. (3) Given the product [Cl:40][C:35]1[CH:34]=[C:33]([CH2:32][CH2:31][NH:30][C:24]2[N:23]=[C:22]([C:18]3[CH:19]=[CH:20][CH:21]=[C:16]([CH2:15][N:11]4[CH2:10][CH:9]([CH3:29])[NH:8][CH:13]([CH3:14])[CH2:12]4)[CH:17]=3)[CH:27]=[CH:26][N:25]=2)[CH:38]=[CH:37][C:36]=1[OH:39], predict the reactants needed to synthesize it. The reactants are: C(OC([N:8]1[CH:13]([CH3:14])[CH2:12][N:11]([CH2:15][C:16]2[CH:21]=[CH:20][CH:19]=[C:18]([C:22]3[CH:27]=[CH:26][N:25]=[C:24](Cl)[N:23]=3)[CH:17]=2)[CH2:10][CH:9]1[CH3:29])=O)(C)(C)C.[NH2:30][CH2:31][CH2:32][C:33]1[CH:38]=[CH:37][C:36]([OH:39])=[C:35]([Cl:40])[CH:34]=1. (4) The reactants are: [OH:1][C:2]1[CH:11]=[C:10]2[C:5]([C:6]([C:17]3[CH:21]=[CH:20][S:19][CH:18]=3)=[CH:7][C:8]([C:12]([O:14]CC)=[O:13])=[CH:9]2)=[CH:4][CH:3]=1.[Cl:22][C:23]1[C:30]([Cl:31])=[CH:29][CH:28]=[C:27]([Cl:32])[C:24]=1[CH2:25]Br.C(=O)([O-])[O-].[K+].[K+]. Given the product [S:19]1[CH:20]=[CH:21][C:17]([C:6]2[C:5]3[C:10](=[CH:11][C:2]([O:1][CH2:25][C:24]4[C:27]([Cl:32])=[CH:28][CH:29]=[C:30]([Cl:31])[C:23]=4[Cl:22])=[CH:3][CH:4]=3)[CH:9]=[C:8]([C:12]([OH:14])=[O:13])[CH:7]=2)=[CH:18]1, predict the reactants needed to synthesize it. (5) Given the product [F:43][C:2]([F:1])([F:42])[CH2:3][CH2:4][CH:5]([NH:22][C:23]1[CH:41]=[CH:40][C:26]([C:27]([N:29]2[CH2:34][CH2:33][CH2:32][C@@H:31]([C:35]([OH:37])=[O:36])[CH2:30]2)=[O:28])=[CH:25][CH:24]=1)[C:6]1[CH:11]=[CH:10][C:9]([N:12]2[CH:20]=[C:19]3[C:14]([CH2:15][CH2:16][CH2:17][CH2:18]3)=[N:13]2)=[CH:8][C:7]=1[CH3:21], predict the reactants needed to synthesize it. The reactants are: [F:1][C:2]([F:43])([F:42])[CH2:3][CH2:4][CH:5]([NH:22][C:23]1[CH:41]=[CH:40][C:26]([C:27]([N:29]2[CH2:34][CH2:33][CH2:32][C@@H:31]([C:35]([O:37]CC)=[O:36])[CH2:30]2)=[O:28])=[CH:25][CH:24]=1)[C:6]1[CH:11]=[CH:10][C:9]([N:12]2[CH:20]=[C:19]3[C:14]([CH2:15][CH2:16][CH2:17][CH2:18]3)=[N:13]2)=[CH:8][C:7]=1[CH3:21].C1COCC1.[OH-].[Na+].